Dataset: Reaction yield outcomes from USPTO patents with 853,638 reactions. Task: Predict the reaction yield, written as a fraction of the theoretical maximum amount of product (1.0 means a 100% yield; for example, 0.34 means a 34% yield). (1) The reactants are [C:1](=[O:4])([O-])[O-].[K+].[K+].N([CH2:10][C@@H]1C[C@@H](SC(C2C=CC=CC=2)(C2C=CC=CC=2)C2C=CC=CC=2)CN1S(C1C=CC2C(=CC=CC=2)C=1)(=O)=O)=[N+]=[N-].C(CC(=O)C)(=O)C.[CH3:56][C:57]1[N:61]([CH2:62][C@@H:63]2[CH2:67][C@@H:66]([S:68]C(C3C=CC=CC=3)(C3C=CC=CC=3)C3C=CC=CC=3)[CH2:65][N:64]2[S:88]([C:91]2[CH:100]=[CH:99][C:98]3[C:93](=[CH:94][CH:95]=[CH:96][CH:97]=3)[CH:92]=2)(=[O:90])=[O:89])[N:60]=[N:59][C:58]=1C(=O)C.C(O)(C(F)(F)F)=O.C([SiH](CC)CC)C.C([O-])(O)=O.[Na+]. The catalyst is CS(C)=O.O.C(#N)C. The product is [SH:68][C@H:66]1[CH2:65][N:64]([S:88]([C:91]2[CH:100]=[CH:99][C:98]3[C:93](=[CH:94][CH:95]=[CH:96][CH:97]=3)[CH:92]=2)(=[O:89])=[O:90])[C@H:63]([CH2:62][N:61]2[C:57]([CH3:56])=[C:58]([C:1](=[O:4])[CH3:10])[N:59]=[N:60]2)[CH2:67]1. The yield is 0.660. (2) The reactants are Br[CH2:2][C:3]([O:5][C:6]([CH3:9])([CH3:8])[CH3:7])=[O:4].[NH:10]1[C:18]2[C:13](=[N:14][CH:15]=[CH:16][CH:17]=2)[CH:12]=[N:11]1.C([O-])([O-])=O.[Cs+].[Cs+]. The catalyst is CN(C=O)C.C(OCC)(=O)C. The product is [N:10]1([CH2:2][C:3]([O:5][C:6]([CH3:9])([CH3:8])[CH3:7])=[O:4])[C:18]2[C:13](=[N:14][CH:15]=[CH:16][CH:17]=2)[CH:12]=[N:11]1. The yield is 0.510. (3) The reactants are C(OC([NH:8][N:9]([CH2:23][CH:24]([OH:41])[CH:25]([NH:33]C(OC(C)(C)C)=O)[CH2:26][C:27]1[CH:32]=[CH:31][CH:30]=[CH:29][CH:28]=1)[CH2:10][C:11]1[CH:16]=[CH:15][C:14]([C:17]2[CH:22]=[CH:21][CH:20]=[CH:19][N:18]=2)=[CH:13][CH:12]=1)=O)(C)(C)C.[ClH:42]. The catalyst is O1CCOCC1. The product is [ClH:42].[ClH:42].[ClH:42].[NH2:33][CH:25]([CH2:26][C:27]1[CH:28]=[CH:29][CH:30]=[CH:31][CH:32]=1)[CH:24]([OH:41])[CH2:23][N:9]([CH2:10][C:11]1[CH:16]=[CH:15][C:14]([C:17]2[CH:22]=[CH:21][CH:20]=[CH:19][N:18]=2)=[CH:13][CH:12]=1)[NH2:8]. The yield is 0.910. (4) The reactants are C(OC([N:8]1[CH:12]=[C:11]([C:13]2[CH:14]=[C:15]3[C:20](=[CH:21][CH:22]=2)[N:19]=[C:18]([NH:23][C@@H:24]([C:26]2[CH:31]=[CH:30][CH:29]=[C:28]([Cl:32])[CH:27]=2)[CH3:25])[CH:17]=[N:16]3)[CH:10]=[N:9]1)=O)(C)(C)C.Cl. The catalyst is O1CCOCC1. The product is [ClH:32].[Cl:32][C:28]1[CH:27]=[C:26]([C@H:24]([NH:23][C:18]2[CH:17]=[N:16][C:15]3[C:20](=[CH:21][CH:22]=[C:13]([C:11]4[CH:10]=[N:9][NH:8][CH:12]=4)[CH:14]=3)[N:19]=2)[CH3:25])[CH:31]=[CH:30][CH:29]=1. The yield is 0.200.